This data is from CYP3A4 inhibition data for predicting drug metabolism from PubChem BioAssay. The task is: Regression/Classification. Given a drug SMILES string, predict its absorption, distribution, metabolism, or excretion properties. Task type varies by dataset: regression for continuous measurements (e.g., permeability, clearance, half-life) or binary classification for categorical outcomes (e.g., BBB penetration, CYP inhibition). Dataset: cyp3a4_veith. The compound is C/C(=N/OC(=O)c1ccc(F)cc1)c1ccc(C)cc1. The result is 0 (non-inhibitor).